From a dataset of Full USPTO retrosynthesis dataset with 1.9M reactions from patents (1976-2016). Predict the reactants needed to synthesize the given product. Given the product [CH3:9][O:8][C:7]1[C:2]([C:21]#[C:20][CH2:19][O:18][CH3:17])=[N:3][CH:4]=[CH:5][CH:6]=1, predict the reactants needed to synthesize it. The reactants are: Cl[C:2]1[C:7]([O:8][CH2:9]C)=[CH:6][CH:5]=[CH:4][N:3]=1.C([O-])([O-])=O.[Cs+].[Cs+].[CH3:17][O:18][CH2:19][C:20]#[CH:21].